This data is from Plasma protein binding rate (PPBR) regression data from AstraZeneca. The task is: Regression/Classification. Given a drug SMILES string, predict its absorption, distribution, metabolism, or excretion properties. Task type varies by dataset: regression for continuous measurements (e.g., permeability, clearance, half-life) or binary classification for categorical outcomes (e.g., BBB penetration, CYP inhibition). For this dataset (ppbr_az), we predict Y. (1) The drug is CC(NC(C)(C)C)C(=O)c1cccc(Cl)c1. The Y is 46.0 %. (2) The drug is Cc1ccc(S(=O)(=O)Nc2c(C(=O)NC(C)C(C)(C)C)c(C)nn2-c2ccccc2)cc1. The Y is 98.7 %. (3) The molecule is CCC(C)NC(=O)c1c(C)nn(-c2ccccc2)c1NS(=O)(=O)c1ccc(C)cc1. The Y is 99.4 %. (4) The molecule is CS(=O)(=O)c1ccc(-c2cc(Cl)ccc2OCC(=O)O)c(Cl)c1. The Y is 97.5 %. (5) The drug is C[C@@H](NC(=O)Cc1ccc(C2CC2)cc1)c1ccc(OCC(F)(F)F)cn1. The Y is 99.6 %. (6) The molecule is Cc1cc(Nc2nc(N[C@@H](C)c3ncc(F)cn3)c(C#N)nc2C)n[nH]1. The Y is 69.6 %.